Dataset: Catalyst prediction with 721,799 reactions and 888 catalyst types from USPTO. Task: Predict which catalyst facilitates the given reaction. (1) Reactant: [C:1]([O:5][C:6]([N:8]1[CH2:13][CH2:12][CH:11]([C:14]2[CH:19]=[CH:18][C:17]([NH2:20])=[C:16](Br)[N:15]=2)[CH2:10][CH2:9]1)=[O:7])([CH3:4])([CH3:3])[CH3:2].[CH3:22]CO.C([O-])([O-])=O.[Na+].[Na+].[C:31]1([CH3:37])[CH:36]=[CH:35][CH:34]=[CH:33][CH:32]=1. Product: [C:1]([O:5][C:6]([N:8]1[CH2:13][CH2:12][CH:11]([C:14]2[CH:19]=[CH:18][C:17]([NH2:20])=[C:16]([C:34]3[CH2:35][CH2:36][C:31]([CH3:22])([CH3:37])[CH2:32][CH:33]=3)[N:15]=2)[CH2:10][CH2:9]1)=[O:7])([CH3:4])([CH3:3])[CH3:2]. The catalyst class is: 518. (2) Reactant: [F:1][C:2]1[CH:48]=[CH:47][C:5]([CH2:6][N:7]2[CH2:16][C:15]3[C:10](=[CH:11][C:12]4[N:19](C(C5C=CC=CC=5)(C5C=CC=CC=5)C5C=CC=CC=5)[N:18]=[C:17]([C:39]5[CH:44]=[CH:43][N:42]=[C:41]([CH3:45])[CH:40]=5)[C:13]=4[CH:14]=3)[NH:9][C:8]2=[O:46])=[CH:4][CH:3]=1.C(O)(C(F)(F)F)=O. Product: [F:1][C:2]1[CH:48]=[CH:47][C:5]([CH2:6][N:7]2[CH2:16][C:15]3[C:10](=[CH:11][C:12]4[NH:19][N:18]=[C:17]([C:39]5[CH:44]=[CH:43][N:42]=[C:41]([CH3:45])[CH:40]=5)[C:13]=4[CH:14]=3)[NH:9][C:8]2=[O:46])=[CH:4][CH:3]=1. The catalyst class is: 2.